Task: Predict which catalyst facilitates the given reaction.. Dataset: Catalyst prediction with 721,799 reactions and 888 catalyst types from USPTO (1) Reactant: [N+:1]([C:4]1[CH:5]=[C:6]2[C:10](=[CH:11][CH:12]=1)[NH:9][N:8]=[CH:7]2)([O-:3])=[O:2].Br[CH2:14][CH2:15][CH2:16][CH2:17][C:18]1[CH:23]=[CH:22][CH:21]=[CH:20][CH:19]=1.C(=O)([O-])[O-].[Cs+].[Cs+]. Product: [N+:1]([C:4]1[CH:5]=[C:6]2[C:10](=[CH:11][CH:12]=1)[N:9]([CH2:14][CH2:15][CH2:16][CH2:17][C:18]1[CH:23]=[CH:22][CH:21]=[CH:20][CH:19]=1)[N:8]=[CH:7]2)([O-:3])=[O:2].[N+:1]([C:4]1[CH:12]=[CH:11][C:10]2[C:6](=[CH:7][N:8]([CH2:14][CH2:15][CH2:16][CH2:17][C:18]3[CH:23]=[CH:22][CH:21]=[CH:20][CH:19]=3)[N:9]=2)[CH:5]=1)([O-:3])=[O:2]. The catalyst class is: 9. (2) Product: [I:1][C:2]1[CH:3]=[C:4]([CH:8]=[CH:9][CH:10]=1)[C:5]([NH2:17])=[O:6]. The catalyst class is: 120. Reactant: [I:1][C:2]1[CH:3]=[C:4]([CH:8]=[CH:9][CH:10]=1)[C:5](O)=[O:6].C(Cl)(=O)C(Cl)=O.[NH3:17].